Dataset: Catalyst prediction with 721,799 reactions and 888 catalyst types from USPTO. Task: Predict which catalyst facilitates the given reaction. (1) Reactant: [F:1][C:2]1[CH:7]=[C:6]([CH3:8])[CH:5]=[CH:4][C:3]=1[NH:9][C:10]1[C:19]2[C:14](=[CH:15][C:16]([O:26][CH3:27])=[C:17]([CH:20]3[CH2:25][CH2:24][NH:23][CH2:22][CH2:21]3)[CH:18]=2)[N:13]=[CH:12][C:11]=1[C:28]([O:30][CH2:31][CH3:32])=[O:29].[Si:33]([O:40][CH2:41][CH:42]=O)([C:36]([CH3:39])([CH3:38])[CH3:37])([CH3:35])[CH3:34].C(O[BH-](OC(=O)C)OC(=O)C)(=O)C.[Na+]. Product: [Si:33]([O:40][CH2:41][CH2:42][N:23]1[CH2:22][CH2:21][CH:20]([C:17]2[CH:18]=[C:19]3[C:14](=[CH:15][C:16]=2[O:26][CH3:27])[N:13]=[CH:12][C:11]([C:28]([O:30][CH2:31][CH3:32])=[O:29])=[C:10]3[NH:9][C:3]2[CH:4]=[CH:5][C:6]([CH3:8])=[CH:7][C:2]=2[F:1])[CH2:25][CH2:24]1)([C:36]([CH3:39])([CH3:38])[CH3:37])([CH3:35])[CH3:34]. The catalyst class is: 5. (2) Reactant: [N:1]1([C:7]2[CH:38]=[CH:37][C:10]([CH2:11][CH:12]3[C:21]4[C:16](=[CH:17][C:18]([O:22]CC5C=CC=CC=5)=[CH:19][CH:20]=4)[CH2:15][CH2:14][N:13]3[C:30]3[CH:35]=[CH:34][C:33]([F:36])=[CH:32][CH:31]=3)=[CH:9][CH:8]=2)[CH2:6][CH2:5][CH2:4][CH2:3][CH2:2]1. Product: [N:1]1([C:7]2[CH:38]=[CH:37][C:10]([CH2:11][CH:12]3[C:21]4[C:16](=[CH:17][C:18]([OH:22])=[CH:19][CH:20]=4)[CH2:15][CH2:14][N:13]3[C:30]3[CH:31]=[CH:32][C:33]([F:36])=[CH:34][CH:35]=3)=[CH:9][CH:8]=2)[CH2:6][CH2:5][CH2:4][CH2:3][CH2:2]1. The catalyst class is: 45. (3) Reactant: [C:1]([N:4]1[CH2:9][CH2:8][C:7](=O)[CH2:6][CH2:5]1)(=[O:3])[CH3:2].BrBr.[NH2:13][C:14]([NH2:16])=[S:15]. Product: [C:1]([N:4]1[CH2:9][CH2:8][C:7]2[N:13]=[C:14]([NH2:16])[S:15][C:6]=2[CH2:5]1)(=[O:3])[CH3:2]. The catalyst class is: 15. (4) Reactant: [NH2:1][C:2]1[CH:3]=[C:4]([CH:25]=[CH:26][CH:27]=1)[O:5][C:6]1[CH:14]=[C:13]([F:15])[CH:12]=[C:11]([NH:16][C:17]2[CH:22]=[CH:21][C:20]([I:23])=[CH:19][C:18]=2[F:24])[C:7]=1[C:8]([NH2:10])=[O:9].[CH:28]([S:31](Cl)(=[O:33])=[O:32])([CH3:30])[CH3:29].S(Cl)(Cl)(=O)=O. Product: [F:15][C:13]1[CH:14]=[C:6]([O:5][C:4]2[CH:25]=[CH:26][CH:27]=[C:2]([NH:1][S:31]([CH:28]([CH3:30])[CH3:29])(=[O:33])=[O:32])[CH:3]=2)[C:7]([C:8]([NH2:10])=[O:9])=[C:11]([NH:16][C:17]2[CH:22]=[CH:21][C:20]([I:23])=[CH:19][C:18]=2[F:24])[CH:12]=1. The catalyst class is: 300. (5) Reactant: C1(C(C2C=CC=CC=2)(C2C=CC=CC=2)[N:8]2[CH:12]=[C:11]([C:13]3[CH:14]=[CH:15][C:16]4[N:17]([CH:19]=[C:20]([C:22]([NH:24][C:25]5[CH:29]=[CH:28][O:27][N:26]=5)=[O:23])[N:21]=4)[CH:18]=3)[N:10]=[CH:9]2)C=CC=CC=1.Cl.C(=O)([O-])[O-].[Na+].[Na+]. Product: [NH:8]1[CH:12]=[C:11]([C:13]2[CH:14]=[CH:15][C:16]3[N:17]([CH:19]=[C:20]([C:22]([NH:24][C:25]4[CH:29]=[CH:28][O:27][N:26]=4)=[O:23])[N:21]=3)[CH:18]=2)[N:10]=[CH:9]1. The catalyst class is: 8. (6) Reactant: [CH3:1][O:2][C:3]([C:5]1[C:6](Cl)=[N:7][C:8]([N:12]2[CH2:17][CH2:16][O:15][CH2:14][CH2:13]2)=[CH:9][C:10]=1[CH3:11])=[O:4].C([Sn](CCCC)(CCCC)[C:24]#[C:25][CH2:26][O:27][CH3:28])CCC. Product: [CH3:1][O:2][C:3]([C:5]1[C:6]([C:24]#[C:25][CH2:26][O:27][CH3:28])=[N:7][C:8]([N:12]2[CH2:17][CH2:16][O:15][CH2:14][CH2:13]2)=[CH:9][C:10]=1[CH3:11])=[O:4]. The catalyst class is: 184. (7) Reactant: [C:1]([O:5][C:6]([NH:8][C:9]1[S:10][C:11]([C:14](OCC)=[O:15])=[CH:12][N:13]=1)=[O:7])([CH3:4])([CH3:3])[CH3:2].[H-].[H-].[H-].[H-].[Li+].[Al+3]. Product: [OH:15][CH2:14][C:11]1[S:10][C:9]([NH:8][C:6](=[O:7])[O:5][C:1]([CH3:3])([CH3:2])[CH3:4])=[N:13][CH:12]=1. The catalyst class is: 1. (8) Reactant: [C:1]([O:4][C@H:5]([CH3:38])[CH2:6][CH2:7][CH2:8][CH2:9][N:10]1[C:19](=[O:20])[C:18]2[N:17](CC3C=CC=CC=3)[C:16]([CH2:28][NH:29][O:30][C:31](=[O:36])[C:32]([F:35])([F:34])[F:33])=[N:15][C:14]=2[N:13]([CH3:37])[C:11]1=[O:12])(=[O:3])[CH3:2].[H][H]. Product: [C:1]([O:4][C@H:5]([CH3:38])[CH2:6][CH2:7][CH2:8][CH2:9][N:10]1[C:19](=[O:20])[C:18]2[NH:17][C:16]([CH2:28][NH:29][O:30][C:31](=[O:36])[C:32]([F:35])([F:33])[F:34])=[N:15][C:14]=2[N:13]([CH3:37])[C:11]1=[O:12])(=[O:3])[CH3:2]. The catalyst class is: 331. (9) Reactant: C(O)(=O)[C@H]([C@@H](C(O)=O)O)O.[CH2:11]([N:18]1[CH2:22][C@@H:21]([N+:23]([O-:25])=[O:24])[C@H:20]([CH:26]([O:29][CH3:30])[O:27][CH3:28])[CH2:19]1)[C:12]1[CH:17]=[CH:16][CH:15]=[CH:14][CH:13]=1. Product: [CH2:11]([N:18]1[CH2:22][C@H:21]([N+:23]([O-:25])=[O:24])[C@H:20]([CH:26]([O:29][CH3:30])[O:27][CH3:28])[CH2:19]1)[C:12]1[CH:17]=[CH:16][CH:15]=[CH:14][CH:13]=1. The catalyst class is: 8. (10) Reactant: Cl.Cl.[NH2:3][C:4]1[CH:5]=[CH:6][C:7]([N:11]2[CH2:16][CH2:15][CH2:14][C@@H:13]([C:17]([N:19]3[CH2:23][CH2:22][CH2:21][CH2:20]3)=[O:18])[CH2:12]2)=[N:8][C:9]=1[NH2:10].[CH:24]([C:26]1[CH:27]=[C:28]([CH:31]=[CH:32][CH:33]=1)[C:29]#[N:30])=O.S(S([O-])=O)([O-])=O.[Na+].[Na+].O. Product: [N:19]1([C:17]([C@@H:13]2[CH2:14][CH2:15][CH2:16][N:11]([C:7]3[N:8]=[C:9]4[NH:10][C:24]([C:26]5[CH:27]=[C:28]([CH:31]=[CH:32][CH:33]=5)[C:29]#[N:30])=[N:3][C:4]4=[CH:5][CH:6]=3)[CH2:12]2)=[O:18])[CH2:23][CH2:22][CH2:21][CH2:20]1. The catalyst class is: 8.